Dataset: Catalyst prediction with 721,799 reactions and 888 catalyst types from USPTO. Task: Predict which catalyst facilitates the given reaction. (1) Reactant: C[O:2][C:3]([C:5]1[CH:10]=[CH:9][N:8]=[C:7]([CH2:11][C:12]2[CH:13]=[C:14]3[C:18](=[CH:19][CH:20]=2)[N:17](C(OC(C)(C)C)=O)[CH:16]=[C:15]3[CH3:28])[CH:6]=1)=[O:4].C(O)(C(F)(F)F)=O.O[Li].O.Cl. Product: [CH3:28][C:15]1[C:14]2[C:18](=[CH:19][CH:20]=[C:12]([CH2:11][C:7]3[CH:6]=[C:5]([CH:10]=[CH:9][N:8]=3)[C:3]([OH:4])=[O:2])[CH:13]=2)[NH:17][CH:16]=1. The catalyst class is: 2. (2) Reactant: C([N:4]1[C:12]2[C:7](=[CH:8][C:9]([N+:13]([O-:15])=[O:14])=[CH:10][CH:11]=2)[C:6](=[C:16](OCC)[C:17]2[CH:22]=[CH:21][CH:20]=[CH:19][CH:18]=2)[C:5]1=[O:26])(=O)C.[O:27]1[CH2:32][CH2:31][N:30]([CH2:33][C:34]([N:36]([C:38]2[CH:44]=[CH:43][C:41]([NH2:42])=[CH:40][CH:39]=2)[CH3:37])=[O:35])[CH2:29][CH2:28]1.[OH-].[Na+]. Product: [O:27]1[CH2:28][CH2:29][N:30]([CH2:33][C:34]([N:36]([C:38]2[CH:44]=[CH:43][C:41]([NH:42]/[C:16](=[C:6]3\[C:5](=[O:26])[NH:4][C:12]4[C:7]\3=[CH:8][C:9]([N+:13]([O-:15])=[O:14])=[CH:10][CH:11]=4)/[C:17]3[CH:18]=[CH:19][CH:20]=[CH:21][CH:22]=3)=[CH:40][CH:39]=2)[CH3:37])=[O:35])[CH2:31][CH2:32]1. The catalyst class is: 121. (3) Reactant: [C:6](O[C:6](=[O:9])[CH2:7][CH3:8])(=[O:9])[CH2:7][CH3:8].[Cl:10][C:11]1[CH:17]=[CH:16][CH:15]=[CH:14][C:12]=1[NH2:13].[N+:18]([O-])([OH:20])=[O:19]. Product: [Cl:10][C:11]1[CH:17]=[CH:16][CH:15]=[C:14]([N+:18]([O-:20])=[O:19])[C:12]=1[NH:13][C:6](=[O:9])[CH2:7][CH3:8]. The catalyst class is: 6. (4) Reactant: [NH2:1][C:2]1[CH:3]=[C:4]([CH:8]=[C:9]([Cl:12])[C:10]=1[NH2:11])[C:5]([O-:7])=[O:6].[CH:13](O)=O.[OH-].[K+]. Product: [Cl:12][C:9]1[C:10]2[N:11]=[CH:13][NH:1][C:2]=2[CH:3]=[C:4]([C:5]([OH:7])=[O:6])[CH:8]=1. The catalyst class is: 6. (5) Reactant: [C:1]([O:5][C:6](=[O:38])[CH2:7][CH:8]([NH:13][C:14]([CH:16]1[CH2:21][CH2:20][CH2:19][CH2:18][N:17]1[C:22]([N:24]1[C:37]2[CH:36]=[CH:35][CH:34]=[CH:33][C:32]=2[S:31][C:30]2[C:25]1=[CH:26][CH:27]=[CH:28][CH:29]=2)=[O:23])=[O:15])[CH:9]([OH:12])[CH2:10][F:11])([CH3:4])([CH3:3])[CH3:2].CC(OI1(OC(C)=O)(OC(C)=O)OC(=O)C2C1=CC=CC=2)=O.C(=O)([O-])O.[Na+].S([O-])([O-])(=O)=S.[Na+].[Na+]. Product: [C:1]([O:5][C:6](=[O:38])[CH2:7][CH:8]([NH:13][C:14]([CH:16]1[CH2:21][CH2:20][CH2:19][CH2:18][N:17]1[C:22]([N:24]1[C:25]2[CH:26]=[CH:27][CH:28]=[CH:29][C:30]=2[S:31][C:32]2[C:37]1=[CH:36][CH:35]=[CH:34][CH:33]=2)=[O:23])=[O:15])[C:9](=[O:12])[CH2:10][F:11])([CH3:4])([CH3:2])[CH3:3]. The catalyst class is: 124.